This data is from Forward reaction prediction with 1.9M reactions from USPTO patents (1976-2016). The task is: Predict the product of the given reaction. (1) Given the reactants Cl.[Br:2][C:3]1[CH:8]=[CH:7][C:6]([C@@H:9]2[O:14][CH2:13][CH2:12][NH:11][CH2:10]2)=[CH:5][CH:4]=1.C(N(CC)CC)C.[C:22](O[C:22]([O:24][C:25]([CH3:28])([CH3:27])[CH3:26])=[O:23])([O:24][C:25]([CH3:28])([CH3:27])[CH3:26])=[O:23], predict the reaction product. The product is: [Br:2][C:3]1[CH:4]=[CH:5][C:6]([C@@H:9]2[O:14][CH2:13][CH2:12][N:11]([C:22]([O:24][C:25]([CH3:28])([CH3:27])[CH3:26])=[O:23])[CH2:10]2)=[CH:7][CH:8]=1. (2) Given the reactants [CH2:1]([O:8][C:9]1[C:10](=[O:26])[N:11]([CH2:17][C:18]2[CH:23]=[CH:22][C:21]([O:24][CH3:25])=[CH:20][CH:19]=2)[N:12]=[C:13]([CH2:15][OH:16])[CH:14]=1)[C:2]1[CH:7]=[CH:6][CH:5]=[CH:4][CH:3]=1.N1C=CN=C1.[CH3:32][C:33]([Si:36](Cl)([C:43]1[CH:48]=[CH:47][CH:46]=[CH:45][CH:44]=1)[C:37]1[CH:42]=[CH:41][CH:40]=[CH:39][CH:38]=1)([CH3:35])[CH3:34], predict the reaction product. The product is: [CH2:1]([O:8][C:9]1[C:10](=[O:26])[N:11]([CH2:17][C:18]2[CH:23]=[CH:22][C:21]([O:24][CH3:25])=[CH:20][CH:19]=2)[N:12]=[C:13]([CH2:15][O:16][Si:36]([C:33]([CH3:35])([CH3:34])[CH3:32])([C:43]2[CH:44]=[CH:45][CH:46]=[CH:47][CH:48]=2)[C:37]2[CH:42]=[CH:41][CH:40]=[CH:39][CH:38]=2)[CH:14]=1)[C:2]1[CH:7]=[CH:6][CH:5]=[CH:4][CH:3]=1. (3) Given the reactants Cl[C:2]1[N:7]=[CH:6][N:5]=[C:4]([C:8]([NH:10][C:11]2[CH:16]=[CH:15][C:14]([OH:17])=[CH:13][C:12]=2[CH3:18])=[O:9])[CH:3]=1.[CH3:19][CH:20]1[CH2:25][CH2:24][CH2:23][CH2:22][CH:21]1[NH2:26], predict the reaction product. The product is: [OH:17][C:14]1[CH:15]=[CH:16][C:11]([NH:10][C:8]([C:4]2[CH:3]=[C:2]([NH:26][CH:21]3[CH2:22][CH2:23][CH2:24][CH2:25][CH:20]3[CH3:19])[N:7]=[CH:6][N:5]=2)=[O:9])=[C:12]([CH3:18])[CH:13]=1. (4) Given the reactants [F:1][C:2]1[CH:7]=[CH:6][C:5]([C:8]2[C:12]([C:13]3[N:14]=[CH:15][NH:16][CH:17]=3)=[C:11]([CH2:18][O:19][CH3:20])[O:10][N:9]=2)=[CH:4][CH:3]=1.F[C:22]1[CH:27]=[CH:26][C:25]([C:28](=[O:30])[CH3:29])=[CH:24][CH:23]=1.C(=O)([O-])[O-].[K+].[K+].O, predict the reaction product. The product is: [F:1][C:2]1[CH:7]=[CH:6][C:5]([C:8]2[C:12]([C:13]3[N:14]=[CH:15][N:16]([C:22]4[CH:27]=[CH:26][C:25]([C:28](=[O:30])[CH3:29])=[CH:24][CH:23]=4)[CH:17]=3)=[C:11]([CH2:18][O:19][CH3:20])[O:10][N:9]=2)=[CH:4][CH:3]=1. (5) Given the reactants I[C:2]1[NH:6][C:5]([CH2:7][O:8][CH3:9])=[N:4][CH:3]=1.C(=O)([O-])[O-].[K+].[K+].[CH3:16][C:17]1[CH:26]=[C:25]([CH3:27])[C:24](B2OC(C)(C)C(C)(C)O2)=[CH:23][C:18]=1[C:19]([O:21][CH3:22])=[O:20], predict the reaction product. The product is: [CH3:9][O:8][CH2:7][C:5]1[NH:6][C:2]([C:24]2[C:25]([CH3:27])=[CH:26][C:17]([CH3:16])=[C:18]([CH:23]=2)[C:19]([O:21][CH3:22])=[O:20])=[CH:3][N:4]=1.